Dataset: Catalyst prediction with 721,799 reactions and 888 catalyst types from USPTO. Task: Predict which catalyst facilitates the given reaction. (1) Product: [F:1][C:2]1[CH:15]=[CH:14][CH:13]=[C:12]([F:16])[C:3]=1[C:4]([NH:6][C:7]1[CH:11]=[CH:10][N:9]([CH2:24][C:25]2[CH:30]=[CH:29][CH:28]=[CH:27][C:26]=2[CH2:31][C:32]2[CH:37]=[CH:36][CH:35]=[CH:34][CH:33]=2)[N:8]=1)=[O:5]. The catalyst class is: 3. Reactant: [F:1][C:2]1[CH:15]=[CH:14][CH:13]=[C:12]([F:16])[C:3]=1[C:4]([NH:6][C:7]1[CH:11]=[CH:10][NH:9][N:8]=1)=[O:5].C(=O)([O-])[O-].[K+].[K+].Br[CH2:24][C:25]1[CH:30]=[CH:29][CH:28]=[CH:27][C:26]=1[CH2:31][C:32]1[CH:37]=[CH:36][CH:35]=[CH:34][CH:33]=1. (2) Reactant: [C:1]([O:5][C@@H:6]([C:12]1[C:21]([CH3:22])=[CH:20][C:19]2[C:14](=[CH:15][CH:16]=[C:17](OS(C(F)(F)F)(=O)=O)[CH:18]=2)[C:13]=1[C:31]1[CH:36]=[CH:35][C:34]([Cl:37])=[CH:33][CH:32]=1)[C:7]([O:9][CH2:10][CH3:11])=[O:8])([CH3:4])([CH3:3])[CH3:2].[N:38]1[CH:43]=[CH:42][C:41](B(O)O)=[CH:40][CH:39]=1.C([O-])([O-])=O.[K+].[K+]. Product: [C:1]([O:5][C@@H:6]([C:12]1[C:21]([CH3:22])=[CH:20][C:19]2[C:14](=[CH:15][CH:16]=[C:17]([C:41]3[CH:42]=[CH:43][N:38]=[CH:39][CH:40]=3)[CH:18]=2)[C:13]=1[C:31]1[CH:36]=[CH:35][C:34]([Cl:37])=[CH:33][CH:32]=1)[C:7]([O:9][CH2:10][CH3:11])=[O:8])([CH3:2])([CH3:3])[CH3:4]. The catalyst class is: 104. (3) Reactant: C(OP([CH2:9][C:10]([N:12]1[CH2:17][CH2:16][N:15]([C:18]2[C:27]3[C:22](=[CH:23][CH:24]=[CH:25][CH:26]=3)[N:21]=[CH:20][CH:19]=2)[CH2:14][CH2:13]1)=[O:11])(OCC)=O)C.[H-].[Na+].[Cl:30][C:31]([F:35])([F:34])[CH:32]=O.[OH-].[Na+]. Product: [Cl:30][C:31]([F:35])([F:34])/[CH:32]=[CH:9]/[C:10]([N:12]1[CH2:13][CH2:14][N:15]([C:18]2[C:27]3[C:22](=[CH:23][CH:24]=[CH:25][CH:26]=3)[N:21]=[CH:20][CH:19]=2)[CH2:16][CH2:17]1)=[O:11].[Cl:30][C:31]([F:35])([F:34])/[CH:32]=[CH:9]\[C:10]([N:12]1[CH2:13][CH2:14][N:15]([C:18]2[C:27]3[C:22](=[CH:23][CH:24]=[CH:25][CH:26]=3)[N:21]=[CH:20][CH:19]=2)[CH2:16][CH2:17]1)=[O:11]. The catalyst class is: 20. (4) Reactant: [Cl:1][C:2]1[CH:7]=[CH:6][C:5]([Cl:8])=[CH:4][C:3]=1[C@H:9]([NH:11][C:12]1[C:17]([N+:18]([O-])=O)=[CH:16][N:15]=[C:14]([NH:21][CH2:22][C@@H:23]2[CH2:27][CH2:26][N:25]([C:28]([O:30][C:31]([CH3:34])([CH3:33])[CH3:32])=[O:29])[CH2:24]2)[N:13]=1)[CH3:10]. Product: [NH2:18][C:17]1[C:12]([NH:11][C@@H:9]([C:3]2[CH:4]=[C:5]([Cl:8])[CH:6]=[CH:7][C:2]=2[Cl:1])[CH3:10])=[N:13][C:14]([NH:21][CH2:22][C@@H:23]2[CH2:27][CH2:26][N:25]([C:28]([O:30][C:31]([CH3:32])([CH3:33])[CH3:34])=[O:29])[CH2:24]2)=[N:15][CH:16]=1. The catalyst class is: 465. (5) Product: [NH2:8][CH:9]1[CH2:12][CH:11]([O:13][C:14](=[O:21])[C:15]2[CH:20]=[CH:19][CH:18]=[CH:17][CH:16]=2)[CH2:10]1. Reactant: C(OC([NH:8][CH:9]1[CH2:12][CH:11]([O:13][C:14](=[O:21])[C:15]2[CH:20]=[CH:19][CH:18]=[CH:17][CH:16]=2)[CH2:10]1)=O)(C)(C)C.C(O)(C(F)(F)F)=O. The catalyst class is: 2. (6) Reactant: [Cl:1][C:2]1[CH:3]=[N:4][N:5]([C:7]2[CH:28]=[CH:27][C:10]([O:11][CH2:12][C@@H:13]3[C@@H:18]([NH:19]C(=O)OC(C)(C)C)[CH2:17][CH2:16][O:15][CH2:14]3)=[CH:9][C:8]=2[F:29])[CH:6]=1.Cl.CCO. Product: [ClH:1].[Cl:1][C:2]1[CH:3]=[N:4][N:5]([C:7]2[CH:28]=[CH:27][C:10]([O:11][CH2:12][C@@H:13]3[C@@H:18]([NH2:19])[CH2:17][CH2:16][O:15][CH2:14]3)=[CH:9][C:8]=2[F:29])[CH:6]=1. The catalyst class is: 14.